Predict the product of the given reaction. From a dataset of Forward reaction prediction with 1.9M reactions from USPTO patents (1976-2016). Given the reactants [S:1]1[C:5]2[CH:6]=[CH:7][C:8]([NH:10][C:11]3[CH:23]=[C:22]([N:24]4[C:32]5[C:27](=[CH:28][CH:29]=[CH:30][CH:31]=5)[CH2:26][CH2:25]4)[CH:21]=[CH:20][C:12]=3[C:13]([O:15]C(C)(C)C)=[O:14])=[CH:9][C:4]=2[CH:3]=[CH:2]1, predict the reaction product. The product is: [S:1]1[C:5]2[CH:6]=[CH:7][C:8]([NH:10][C:11]3[CH:23]=[C:22]([N:24]4[C:32]5[C:27](=[CH:28][CH:29]=[CH:30][CH:31]=5)[CH2:26][CH2:25]4)[CH:21]=[CH:20][C:12]=3[C:13]([OH:15])=[O:14])=[CH:9][C:4]=2[CH:3]=[CH:2]1.